Task: Regression/Classification. Given a drug SMILES string, predict its absorption, distribution, metabolism, or excretion properties. Task type varies by dataset: regression for continuous measurements (e.g., permeability, clearance, half-life) or binary classification for categorical outcomes (e.g., BBB penetration, CYP inhibition). Dataset: cyp1a2_veith.. Dataset: CYP1A2 inhibition data for predicting drug metabolism from PubChem BioAssay (1) The compound is O=C(Nc1nnc(COc2ccc(Cl)cc2)s1)c1ccc([N+](=O)[O-])cc1. The result is 0 (non-inhibitor). (2) The molecule is O=C(N/N=C/c1c[nH]c2ccc(Br)cc12)c1ccn(Cc2ccc(Cl)cc2)n1. The result is 1 (inhibitor). (3) The result is 0 (non-inhibitor). The molecule is CCN1C(=O)[C@H]2CC=C3[C@@H]([C@H](O)[C@H]4O[C@@H]4C34OCCCO4)[C@H]2C1=O.